This data is from Forward reaction prediction with 1.9M reactions from USPTO patents (1976-2016). The task is: Predict the product of the given reaction. (1) Given the reactants C[O:2][C:3](=[O:33])[CH2:4][O:5][C:6]1[CH:15]=[CH:14][C:13]([Cl:16])=[C:12]2[C:7]=1[C:8]([O:29][CH:30]([F:32])[F:31])=[C:9]([CH2:18][C:19]1[CH:24]=[CH:23][C:22]([S:25]([CH3:28])(=[O:27])=[O:26])=[CH:21][CH:20]=1)[C:10]([CH3:17])=[N:11]2.CO.[OH-].[Li+].O, predict the reaction product. The product is: [Cl:16][C:13]1[CH:14]=[CH:15][C:6]([O:5][CH2:4][C:3]([OH:33])=[O:2])=[C:7]2[C:12]=1[N:11]=[C:10]([CH3:17])[C:9]([CH2:18][C:19]1[CH:20]=[CH:21][C:22]([S:25]([CH3:28])(=[O:26])=[O:27])=[CH:23][CH:24]=1)=[C:8]2[O:29][CH:30]([F:31])[F:32]. (2) Given the reactants O.ON1C2C=CC=CC=2N=N1.Cl.CN(CCCN=C=NCC)C.C(N(CC)CC)C.[CH:31]1([CH2:34][N:35]2[C:43]([N:44]3[CH2:49][CH2:48][NH:47][CH2:46][CH2:45]3)=[N:42][C:41]3[C:36]2=[N:37][C:38]([C:56]2[CH:57]=[N:58][C:59]([NH2:62])=[N:60][CH:61]=2)=[N:39][C:40]=3[N:50]2[CH2:55][CH2:54][O:53][CH2:52][CH2:51]2)[CH2:33][CH2:32]1.[N:63]1([CH2:68][C:69](O)=[O:70])[CH:67]=[CH:66][N:65]=[CH:64]1, predict the reaction product. The product is: [CH:31]1([CH2:34][N:35]2[C:43]([N:44]3[CH2:49][CH2:48][N:47]([C:69](=[O:70])[CH2:68][N:63]4[CH:67]=[CH:66][N:65]=[CH:64]4)[CH2:46][CH2:45]3)=[N:42][C:41]3[C:36]2=[N:37][C:38]([C:56]2[CH:61]=[N:60][C:59]([NH2:62])=[N:58][CH:57]=2)=[N:39][C:40]=3[N:50]2[CH2:55][CH2:54][O:53][CH2:52][CH2:51]2)[CH2:32][CH2:33]1. (3) Given the reactants [C:1]([C:3]1[CH:4]=[C:5]([C:9]2[C:22](=[O:23])[N:21]([CH3:24])[C:12]3[NH:13][C:14]4[C:19]([C:11]=3[CH:10]=2)=[CH:18][C:17]([CH3:20])=[CH:16][CH:15]=4)[CH:6]=[CH:7][CH:8]=1)#N.CC(O)=[O:27].[PH2]([O-])=O.[Na+], predict the reaction product. The product is: [CH3:24][N:21]1[C:12]2[NH:13][C:14]3[C:19]([C:11]=2[CH:10]=[C:9]([C:5]2[CH:4]=[C:3]([CH:8]=[CH:7][CH:6]=2)[CH:1]=[O:27])[C:22]1=[O:23])=[CH:18][C:17]([CH3:20])=[CH:16][CH:15]=3.